Dataset: Forward reaction prediction with 1.9M reactions from USPTO patents (1976-2016). Task: Predict the product of the given reaction. (1) Given the reactants [NH2:1][C:2]1[N:7]=[C:6]([C:8]2[CH:15]=[CH:14][C:11]([C:12]#[N:13])=[C:10]([F:16])[CH:9]=2)[CH:5]=[C:4]([N:17]2[CH2:22][CH2:21][CH2:20][CH2:19][CH2:18]2)[N:3]=1.[C:23](OC(=O)C)(=[O:25])[CH3:24], predict the reaction product. The product is: [C:12]([C:11]1[CH:14]=[CH:15][C:8]([C:6]2[CH:5]=[C:4]([N:17]3[CH2:18][CH2:19][CH2:20][CH2:21][CH2:22]3)[N:3]=[C:2]([NH:1][C:23](=[O:25])[CH3:24])[N:7]=2)=[CH:9][C:10]=1[F:16])#[N:13]. (2) Given the reactants N[C@H:2]1[CH2:7][C@@H:6]([NH:8][C:9](=[O:17])[O:10][CH2:11][CH2:12][Si:13]([CH3:16])([CH3:15])[CH3:14])[C@@H:5]([N:18]2[CH2:22][CH2:21][C@H:20]([NH:23][C:24]([O:26][CH2:27][C:28]3[CH:33]=[CH:32][CH:31]=[CH:30][CH:29]=3)=[O:25])[C:19]2=[O:34])[CH2:4][CH2:3]1.C(C1C(=O)C(=[O:49])C=C(C(C)(C)C)C=1)(C)(C)C.C1COCC1.C(O)(=O)C(O)=O, predict the reaction product. The product is: [CH2:27]([O:26][C:24]([NH:23][C@H:20]1[CH2:21][CH2:22][N:18]([C@H:5]2[CH2:4][CH2:3][C:2](=[O:49])[CH2:7][C@H:6]2[NH:8][C:9](=[O:17])[O:10][CH2:11][CH2:12][Si:13]([CH3:14])([CH3:16])[CH3:15])[C:19]1=[O:34])=[O:25])[C:28]1[CH:29]=[CH:30][CH:31]=[CH:32][CH:33]=1. (3) Given the reactants C(NC(C)C)(C)C.[Li]CCCC.CCCCCC.[Cl:19][C:20]1[CH:25]=[CH:24][CH:23]=[CH:22][N:21]=1.CN([CH:29]=[O:30])C, predict the reaction product. The product is: [Cl:19][C:20]1[N:21]=[CH:22][CH:23]=[CH:24][C:25]=1[CH:29]=[O:30]. (4) Given the reactants [C:1]([O:5][C:6](=[O:30])[NH:7][C@H:8]([CH2:26][CH:27]([CH3:29])[CH3:28])[C:9]([NH:11][C:12]1[CH:17]=[C:16]([O:18][CH3:19])[C:15](Br)=[CH:14][C:13]=1[C:21]1[N:22]=[N:23][NH:24][N:25]=1)=[O:10])([CH3:4])([CH3:3])[CH3:2].C(=O)([O-])[O-].[Cs+].[Cs+].[C:37](OCC)(=O)[CH3:38], predict the reaction product. The product is: [C:1]([O:5][C:6](=[O:30])[NH:7][C@H:8]([CH2:26][CH:27]([CH3:29])[CH3:28])[C:9]([NH:11][C:12]1[CH:17]=[C:16]([O:18][CH3:19])[C:15]([CH:37]=[CH2:38])=[CH:14][C:13]=1[C:21]1[N:22]=[N:23][NH:24][N:25]=1)=[O:10])([CH3:4])([CH3:3])[CH3:2]. (5) Given the reactants [N:1]1[N:2]([C:6]2[CH:23]=[CH:22][CH:21]=[CH:20][C:7]=2[C:8]([N:10]2[C@H:15]([CH3:16])[CH2:14][CH2:13][C@@H:12]([C:17]([NH2:19])=[O:18])[CH2:11]2)=[O:9])[N:3]=[CH:4][CH:5]=1.Br[CH2:25][C:26](=O)[C:27]([O:29][CH2:30][CH3:31])=[O:28].O, predict the reaction product. The product is: [N:1]1[N:2]([C:6]2[CH:23]=[CH:22][CH:21]=[CH:20][C:7]=2[C:8]([N:10]2[C@H:15]([CH3:16])[CH2:14][CH2:13][C@@H:12]([C:17]3[O:18][CH:25]=[C:26]([C:27]([O:29][CH2:30][CH3:31])=[O:28])[N:19]=3)[CH2:11]2)=[O:9])[N:3]=[CH:4][CH:5]=1.